The task is: Predict the reaction yield, written as a fraction of the theoretical maximum amount of product (1.0 means a 100% yield; for example, 0.34 means a 34% yield).. This data is from Reaction yield outcomes from USPTO patents with 853,638 reactions. (1) The reactants are [Cl:1][C:2]1[CH:3]=[C:4]2[C:12](=[C:13]([NH:15][C:16](=[O:23])[C:17]3[CH:22]=[CH:21][CH:20]=[N:19][CH:18]=3)[CH:14]=1)[NH:11][C:10]1[CH:9]=[N:8][CH:7]=[C:6]([NH:24]C(=O)C(F)(F)F)[C:5]2=1.[C:31]([O-])([O-])=O.[K+].[K+].O. The catalyst is CO. The product is [NH2:24][C:6]1[C:5]2[C:4]3[C:12](=[C:13]([NH:15][C:16](=[O:23])[C:17]4[CH:22]=[CH:21][CH:20]=[N:19][C:18]=4[CH3:31])[CH:14]=[C:2]([Cl:1])[CH:3]=3)[NH:11][C:10]=2[CH:9]=[N:8][CH:7]=1. The yield is 0.560. (2) The reactants are Br[C:2]1[CH:3]=[C:4]([C:9]2[CH:14]=[CH:13][C:12]([C:15]([O:17][CH2:18][CH3:19])=[O:16])=[CH:11][CH:10]=2)[CH:5]=[CH:6][C:7]=1[OH:8].[C:20]([C:24]1[CH:25]=[C:26](B(O)O)[CH:27]=[CH:28][C:29]=1[N:30]([CH2:33][CH3:34])[CH2:31][CH3:32])([CH3:23])([CH3:22])[CH3:21].C(=O)([O-])[O-].[K+].[K+].O. The catalyst is C1(C)C=CC=CC=1.C1C=CC([P]([Pd]([P](C2C=CC=CC=2)(C2C=CC=CC=2)C2C=CC=CC=2)([P](C2C=CC=CC=2)(C2C=CC=CC=2)C2C=CC=CC=2)[P](C2C=CC=CC=2)(C2C=CC=CC=2)C2C=CC=CC=2)(C2C=CC=CC=2)C2C=CC=CC=2)=CC=1. The product is [C:20]([C:24]1[CH:25]=[C:26]([C:2]2[CH:3]=[C:4]([C:9]3[CH:14]=[CH:13][C:12]([C:15]([O:17][CH2:18][CH3:19])=[O:16])=[CH:11][CH:10]=3)[CH:5]=[CH:6][C:7]=2[OH:8])[CH:27]=[CH:28][C:29]=1[N:30]([CH2:33][CH3:34])[CH2:31][CH3:32])([CH3:23])([CH3:21])[CH3:22]. The yield is 0.160. (3) The reactants are [CH3:1][C:2]([CH3:14])([CH3:13])[C:3]#[C:4][C:5]1[CH:6]=[CH:7][C:8]([C:11]#[N:12])=[N:9][CH:10]=1. The catalyst is CO.[Pd]. The product is [NH2:12][CH2:11][C:8]1[CH:7]=[CH:6][C:5]([CH2:4][CH2:3][C:2]([CH3:14])([CH3:13])[CH3:1])=[CH:10][N:9]=1. The yield is 0.870. (4) The reactants are [C:1]([NH:4][C:5]1[S:6][C:7]([C:11]2[S:15][C:14]([S:16](Cl)(=[O:18])=[O:17])=[CH:13][CH:12]=2)=[C:8]([CH3:10])[N:9]=1)(=[O:3])[CH3:2].C(N(CC)CC)C.[CH3:27][N:28]([CH3:34])[CH2:29][CH2:30][NH:31][CH2:32][CH3:33]. The catalyst is C(Cl)Cl. The product is [CH3:27][N:28]([CH3:34])[CH2:29][CH2:30][N:31]([CH2:32][CH3:33])[S:16]([C:14]1[S:15][C:11]([C:7]2[S:6][C:5]([NH:4][C:1](=[O:3])[CH3:2])=[N:9][C:8]=2[CH3:10])=[CH:12][CH:13]=1)(=[O:18])=[O:17]. The yield is 0.880. (5) The reactants are [Cl:1][C:2]1[CH:7]=[CH:6][CH:5]=[CH:4][C:3]=1[N:8]1[C:12](=[O:13])[NH:11][N:10]=[C:9]1[C:14]1[S:31][C:17]2[C:18]3[CH:26]=[CH:25][C:24]([C:27]([O:29]C)=[O:28])=[CH:23][C:19]=3[O:20][CH2:21][CH2:22][C:16]=2[CH:15]=1.O.[Li+].[OH-]. The catalyst is C1COCC1. The product is [Cl:1][C:2]1[CH:7]=[CH:6][CH:5]=[CH:4][C:3]=1[N:8]1[C:12](=[O:13])[NH:11][N:10]=[C:9]1[C:14]1[S:31][C:17]2[C:18]3[CH:26]=[CH:25][C:24]([C:27]([OH:29])=[O:28])=[CH:23][C:19]=3[O:20][CH2:21][CH2:22][C:16]=2[CH:15]=1. The yield is 0.970. (6) The reactants are Br[C:2]1[CH:3]=[N:4][N:5]([CH3:17])[C:6]=1[C:7]1[CH:8]=[C:9]([C:13]([O:15][CH3:16])=[O:14])[S:10][C:11]=1[CH3:12].C(=O)([O-])[O-].[K+].[K+].[CH3:24][C:25]1(C)[C:29](C)(C)OB(C(C)=C)O1. The catalyst is O1CCOCC1.O.CC(C)([P](C(C)(C)C)([Pd][P](C(C)(C)C)(C(C)(C)C)C(C)(C)C)C(C)(C)C)C. The product is [CH3:12][C:11]1[S:10][C:9]([C:13]([O:15][CH3:16])=[O:14])=[CH:8][C:7]=1[C:6]1[N:5]([CH3:17])[N:4]=[CH:3][C:2]=1[C:25]([CH3:29])=[CH2:24]. The yield is 0.610. (7) The yield is 0.620. The catalyst is C(OCC)(=O)C.CN(C)C=O. The product is [CH3:1][N:2]([C:3]1[CH:4]=[CH:5][CH:6]=[C:7]2[C:11]=1[NH:10][C:9]([C:12]1[S:13][CH:14]([CH2:17][C:18]([N:33]3[CH2:34][CH2:35][N:30]([CH3:29])[CH2:31][CH2:32]3)=[O:20])[CH2:15][N:16]=1)=[CH:8]2)[S:21]([C:24]1[S:25][CH:26]=[CH:27][CH:28]=1)(=[O:22])=[O:23]. The reactants are [CH3:1][N:2]([S:21]([C:24]1[S:25][CH:26]=[CH:27][CH:28]=1)(=[O:23])=[O:22])[C:3]1[CH:4]=[CH:5][CH:6]=[C:7]2[C:11]=1[NH:10][C:9]([C:12]1[S:13][CH:14]([CH2:17][C:18]([OH:20])=O)[CH2:15][N:16]=1)=[CH:8]2.[CH3:29][N:30]1[CH2:35][CH2:34][NH:33][CH2:32][CH2:31]1.N1(O)C2C=CC=CC=2N=N1.Cl.CN(C)CCCN=C=NCC. (8) The reactants are S(O)(O)(=O)=O.[CH3:6][O:7][C:8](=[NH:10])[NH2:9].[CH3:11][NH:12][C:13](=[O:16])[CH2:14][CH3:15].[CH3:17][C:18]([CH3:21])([O-])[CH3:19].[K+].O.[CH3:24][CH:25]([OH:27])[CH3:26]. The catalyst is C(O)(C)(C)C.ClCCl.C(OCC)(=O)C. The product is [CH3:11][NH:12][C:13]([C:14]1[C:17]([C:18]2[CH:21]=[C:26]([C:18]([CH3:21])([CH3:19])[CH3:17])[C:25]([OH:27])=[C:24]([C:18]([CH3:21])([CH3:19])[CH3:17])[CH:19]=2)=[N:10][C:8]([O:7][CH3:6])=[N:9][CH:15]=1)=[O:16]. The yield is 0.328. (9) The reactants are [OH:1][C@@H:2]([C:6]1[CH:14]=[CH:13][C:9]([C:10]([OH:12])=O)=[CH:8][CH:7]=1)[CH2:3][CH2:4][CH3:5].Cl.[NH2:16][CH2:17][CH2:18][C:19]([O:21][CH2:22][CH3:23])=[O:20].F[P-](F)(F)(F)(F)F.N1(OC(N(C)C)=[N+](C)C)C2N=CC=CC=2N=N1.C(N(C(C)C)CC)(C)C. The catalyst is CN(C)C=O. The product is [OH:1][C@@H:2]([C:6]1[CH:7]=[CH:8][C:9]([C:10]([NH:16][CH2:17][CH2:18][C:19]([O:21][CH2:22][CH3:23])=[O:20])=[O:12])=[CH:13][CH:14]=1)[CH2:3][CH2:4][CH3:5]. The yield is 1.00. (10) The catalyst is C1COCC1. The product is [OH:6][CH:5]([CH2:4][OH:3])[CH2:7][O:8][C:9]1[N:14]=[C:13]([C:15]([NH:17][C:18]2[N:22]3[N:23]=[C:24]([C:29]4[CH:34]=[CH:33][CH:32]=[CH:31][C:30]=4[C:35]([F:36])([F:38])[F:37])[C:25]([CH3:28])=[C:26]([CH3:27])[C:21]3=[N:20][CH:19]=2)=[O:16])[CH:12]=[CH:11][CH:10]=1. The yield is 0.540. The reactants are CC1(C)[O:6][CH:5]([CH2:7][O:8][C:9]2[N:14]=[C:13]([C:15]([NH:17][C:18]3[N:22]4[N:23]=[C:24]([C:29]5[CH:34]=[CH:33][CH:32]=[CH:31][C:30]=5[C:35]([F:38])([F:37])[F:36])[C:25]([CH3:28])=[C:26]([CH3:27])[C:21]4=[N:20][CH:19]=3)=[O:16])[CH:12]=[CH:11][CH:10]=2)[CH2:4][O:3]1.Cl.O.C([O-])(O)=O.[Na+].